Dataset: Full USPTO retrosynthesis dataset with 1.9M reactions from patents (1976-2016). Task: Predict the reactants needed to synthesize the given product. (1) Given the product [CH3:37][O:38][C:39](=[O:42])[CH2:40][O:25][C:5]1[CH:4]=[CH:3][C:2]([Cl:1])=[C:11]2[C:6]=1[C:7]([CH3:24])=[C:8]([CH2:13][C:14]1[CH:19]=[CH:18][C:17]([S:20]([CH3:23])(=[O:21])=[O:22])=[CH:16][CH:15]=1)[C:9]([CH3:12])=[N:10]2, predict the reactants needed to synthesize it. The reactants are: [Cl:1][C:2]1[C:11]2[N:10]=[C:9]([CH3:12])[C:8]([CH2:13][C:14]3[CH:19]=[CH:18][C:17]([S:20]([CH3:23])(=[O:22])=[O:21])=[CH:16][CH:15]=3)=[C:7]([CH3:24])[C:6]=2[C:5]([OH:25])=[CH:4][CH:3]=1.CN(C)C=O.C(=O)([O-])[O-].[K+].[K+].[CH3:37][O:38][C:39](=[O:42])[CH2:40]Br. (2) Given the product [F:24][C:25]1[CH:32]=[CH:31][C:28]([CH2:29][NH:1][CH2:2][C@@H:3]2[C@@H:11]([C@@:12]3([CH3:21])[CH2:17][CH2:16][C@H:15]([OH:18])[CH2:14][C@@H:13]3[CH2:19][OH:20])[CH2:10][CH2:9][C@@:8]3([CH3:22])[C@H:4]2[CH2:5][CH2:6][C:7]3=[CH2:23])=[C:27]([CH3:33])[CH:26]=1, predict the reactants needed to synthesize it. The reactants are: [NH2:1][CH2:2][C@@H:3]1[C@@H:11]([C@@:12]2([CH3:21])[CH2:17][CH2:16][C@H:15]([OH:18])[CH2:14][C@@H:13]2[CH2:19][OH:20])[CH2:10][CH2:9][C@@:8]2([CH3:22])[C@H:4]1[CH2:5][CH2:6][C:7]2=[CH2:23].[F:24][C:25]1[CH:32]=[CH:31][C:28]([CH:29]=O)=[C:27]([CH3:33])[CH:26]=1.[BH4-].[Na+]. (3) Given the product [S:20]1[C:21]2[CH:27]=[CH:26][CH:25]=[CH:24][C:22]=2[N:23]=[C:19]1[N:17]1[C:8](=[O:10])[CH:7]=[C:5]([C:4]2[CH:13]=[CH:14][CH:15]=[CH:16][C:3]=2[O:2][CH3:1])[NH:18]1, predict the reactants needed to synthesize it. The reactants are: [CH3:1][O:2][C:3]1[CH:16]=[CH:15][CH:14]=[CH:13][C:4]=1[C:5]([CH2:7][C:8]([O:10]CC)=O)=O.[NH:17]([C:19]1[S:20][C:21]2[CH:27]=[CH:26][CH:25]=[CH:24][C:22]=2[N:23]=1)[NH2:18]. (4) Given the product [C:16]([O:20][C:21](=[O:27])[CH2:22][S:23](=[O:24])(=[O:25])[NH:15][C:12]1[S:13][CH:14]=[C:10]([C:7]2[CH:6]=[CH:5][C:4]([CH:1]([CH3:3])[CH3:2])=[CH:9][CH:8]=2)[N:11]=1)([CH3:19])([CH3:17])[CH3:18], predict the reactants needed to synthesize it. The reactants are: [CH:1]([C:4]1[CH:9]=[CH:8][C:7]([C:10]2[N:11]=[C:12]([NH2:15])[S:13][CH:14]=2)=[CH:6][CH:5]=1)([CH3:3])[CH3:2].[C:16]([O:20][C:21](=[O:27])[CH2:22][S:23](Cl)(=[O:25])=[O:24])([CH3:19])([CH3:18])[CH3:17]. (5) Given the product [F:19][C:18]([F:21])([F:20])[C:15]1[CH:16]=[CH:17][C:12]([CH2:11][C:8]2[CH:9]=[CH:10][C:5]([O:4][C:2]([N:22]3[CH2:27][CH2:26][CH:25]([CH2:28][C:29]4[CH:34]=[CH:33][CH:32]=[CH:31][N:30]=4)[CH2:24][CH2:23]3)=[O:3])=[CH:6][CH:7]=2)=[CH:13][CH:14]=1, predict the reactants needed to synthesize it. The reactants are: Cl[C:2]([O:4][C:5]1[CH:10]=[CH:9][C:8]([CH2:11][C:12]2[CH:17]=[CH:16][C:15]([C:18]([F:21])([F:20])[F:19])=[CH:14][CH:13]=2)=[CH:7][CH:6]=1)=[O:3].[NH:22]1[CH2:27][CH2:26][CH:25]([CH2:28][C:29]2[CH:34]=[CH:33][CH:32]=[CH:31][N:30]=2)[CH2:24][CH2:23]1.